From a dataset of M1 muscarinic receptor agonist screen with 61,833 compounds. Binary Classification. Given a drug SMILES string, predict its activity (active/inactive) in a high-throughput screening assay against a specified biological target. (1) The compound is O1c2c(OC1)ccc(CNC(=O)Nc1c(cccc1)C(OC)=O)c2. The result is 0 (inactive). (2) The drug is O=C(NC1C(NC(=O)CCC(O)=O)CCCC1)CCC(O)=O. The result is 0 (inactive).